Task: Predict the reactants needed to synthesize the given product.. Dataset: Full USPTO retrosynthesis dataset with 1.9M reactions from patents (1976-2016) (1) Given the product [Br:1][C:2]1[CH:10]=[CH:9][CH:8]=[C:7]2[C:3]=1[CH2:4][CH2:5][C:6]12[C:14](=[O:15])[N:13]([CH2:24][C:25]([O:27][C:28]([CH3:31])([CH3:30])[CH3:29])=[O:26])[C:12](=[O:16])[NH:11]1, predict the reactants needed to synthesize it. The reactants are: [Br:1][C:2]1[CH:10]=[CH:9][CH:8]=[C:7]2[C:3]=1[CH2:4][CH2:5][C:6]12[C:14](=[O:15])[NH:13][C:12](=[O:16])[NH:11]1.C([O-])([O-])=O.[K+].[K+].Br[CH2:24][C:25]([O:27][C:28]([CH3:31])([CH3:30])[CH3:29])=[O:26]. (2) Given the product [N:19]1([C:16]2[CH:17]=[CH:18][C:13]([CH2:12][CH2:11][N:8]3[CH2:9][CH2:10][C@@H:6]([NH:31][C:30]4[CH:32]=[CH:33][CH:34]=[CH:35][C:29]=4[O:28][CH2:27][C:26]4[CH:36]=[CH:37][CH:38]=[CH:39][C:25]=4[Br:24])[CH2:7]3)=[CH:14][CH:15]=2)[CH2:23][CH2:22][CH2:21][CH2:20]1, predict the reactants needed to synthesize it. The reactants are: CS(O[C@H:6]1[CH2:10][CH2:9][N:8]([CH2:11][CH2:12][C:13]2[CH:18]=[CH:17][C:16]([N:19]3[CH2:23][CH2:22][CH2:21][CH2:20]3)=[CH:15][CH:14]=2)[CH2:7]1)(=O)=O.[Br:24][C:25]1[CH:39]=[CH:38][CH:37]=[CH:36][C:26]=1[CH2:27][O:28][C:29]1[CH:35]=[CH:34][CH:33]=[CH:32][C:30]=1[NH2:31].C(=O)([O-])[O-].[K+].[K+]. (3) Given the product [Cl:54][C:55]1[CH:60]=[CH:59][C:58]([CH2:61][NH:62][C:19](=[O:21])[CH2:18][C@@H:8]2[CH2:7][CH:6]=[CH:5][CH2:4][CH2:3][C:2](=[O:1])[O:13][CH2:12][C@@H:11]3[CH2:14][CH2:15][CH2:16][N:10]3[C:9]2=[O:17])=[CH:57][CH:56]=1, predict the reactants needed to synthesize it. The reactants are: [O:1]=[C:2]1[O:13][CH2:12][C@@H:11]2[CH2:14][CH2:15][CH2:16][N:10]2[C:9](=[O:17])[C@H:8]([CH2:18][C:19]([O:21]C(C)(C)C)=O)[CH2:7][CH:6]=[CH:5][CH2:4][CH2:3]1.FC(F)(F)C(O)=O.O=C1OC[C@@H]2CCCN2C(=O)[C@H](CC(O)=O)CC=CCC1.[Cl:54][C:55]1[CH:60]=[CH:59][C:58]([CH2:61][NH2:62])=[CH:57][CH:56]=1. (4) The reactants are: C([O:4][CH:5]1[C:9]2=[N:10][CH:11]=[C:12]([NH:29][C:30]([C:32]3[N:33]=[C:34]([C:45]4[C:50]([F:51])=[CH:49][CH:48]=[CH:47][C:46]=4[F:52])[S:35][C:36]=3[NH:37]C(OC(C)(C)C)=O)=[O:31])[C:13]([N:14]3[CH2:19][C@H:18]([CH3:20])[CH2:17][C@H:16]([NH:21]C(OC(C)(C)C)=O)[CH2:15]3)=[C:8]2[CH2:7][CH2:6]1)(=O)C.CO.[OH-].[Na+].C(O)(C(F)(F)F)=O. Given the product [NH2:37][C:36]1[S:35][C:34]([C:45]2[C:50]([F:51])=[CH:49][CH:48]=[CH:47][C:46]=2[F:52])=[N:33][C:32]=1[C:30]([NH:29][C:12]1[C:13]([N:14]2[CH2:19][C@H:18]([CH3:20])[CH2:17][C@H:16]([NH2:21])[CH2:15]2)=[C:8]2[CH2:7][CH2:6][CH:5]([OH:4])[C:9]2=[N:10][CH:11]=1)=[O:31], predict the reactants needed to synthesize it. (5) Given the product [CH2:1]([N:3]1[C:15]2[CH:14]=[C:13]3[C:16]4[C:17]([C:22]5[CH:23]=[C:24]([O:28][CH3:29])[CH:25]=[CH:26][C:27]=5[C:12]3=[CH:11][C:10]=2[C:9]2[CH:8]=[CH:7][CH:6]=[CH:5][C:4]1=2)=[CH:18][CH:19]=[CH:20][CH:21]=4)[CH3:2], predict the reactants needed to synthesize it. The reactants are: [CH2:1]([N:3]1[C:15]2[CH:14]=[C:13]([C:16]3[CH:21]=[CH:20][CH:19]=[CH:18][C:17]=3[C:22]3[CH:27]=[CH:26][CH:25]=[C:24]([O:28][CH3:29])[CH:23]=3)[CH:12]=[CH:11][C:10]=2[C:9]2[C:4]1=[CH:5][CH:6]=[CH:7][CH:8]=2)[CH3:2].